This data is from Full USPTO retrosynthesis dataset with 1.9M reactions from patents (1976-2016). The task is: Predict the reactants needed to synthesize the given product. (1) Given the product [NH:1]1[C:5]([CH2:6][C:7]([N:9]2[CH2:10][C@H:11]([NH2:31])[CH2:12][C@H:13]2[C:14]([NH:15][C:16]2[CH:17]=[CH:18][C:19]([O:22][C:23]3[CH:24]=[CH:25][C:26]([F:29])=[CH:27][CH:28]=3)=[CH:20][CH:21]=2)=[O:30])=[O:8])=[CH:4][N:3]=[CH:2]1, predict the reactants needed to synthesize it. The reactants are: [NH:1]1[C:5]([CH2:6][C:7]([N:9]2[C@H:13]([C:14](=[O:30])[NH:15][C:16]3[CH:21]=[CH:20][C:19]([O:22][C:23]4[CH:28]=[CH:27][C:26]([F:29])=[CH:25][CH:24]=4)=[CH:18][CH:17]=3)[CH2:12][C@@H:11]([NH:31]C(=O)OCC3C=CC=CC=3)[CH2:10]2)=[O:8])=[CH:4][N:3]=[CH:2]1. (2) Given the product [CH2:1]([C@@:4]1([CH3:35])[CH2:9][C@H:8]([C:10]2[CH:15]=[CH:14][CH:13]=[C:12]([Cl:16])[CH:11]=2)[C@@H:7]([C:17]2[CH:18]=[CH:19][C:20]([Cl:23])=[CH:21][CH:22]=2)[N:6]([C@@H:24]([CH2:32][CH3:33])[CH2:25][S:26][CH3:27])[C:5]1=[O:34])[CH:2]=[CH2:3], predict the reactants needed to synthesize it. The reactants are: [CH2:1]([C@@:4]1([CH3:35])[CH2:9][C@H:8]([C:10]2[CH:15]=[CH:14][CH:13]=[C:12]([Cl:16])[CH:11]=2)[C@@H:7]([C:17]2[CH:22]=[CH:21][C:20]([Cl:23])=[CH:19][CH:18]=2)[N:6]([C@@H:24]([CH2:32][CH3:33])[CH2:25][S:26][CH2:27][Si](C)(C)C)[C:5]1=[O:34])[CH:2]=[CH2:3].O1CCCC1. (3) Given the product [F:14][C:15]1[CH:16]=[C:17]([CH:18]=[C:19]([N+:21]([O-:23])=[O:22])[CH:20]=1)[O:1][C:2]1[CH:3]=[N:4][CH:5]=[CH:6][CH:7]=1, predict the reactants needed to synthesize it. The reactants are: [OH:1][C:2]1[CH:3]=[N:4][CH:5]=[CH:6][CH:7]=1.C(=O)([O-])[O-].[K+].[K+].[F:14][C:15]1[CH:20]=[C:19]([N+:21]([O-:23])=[O:22])[CH:18]=[C:17](F)[CH:16]=1. (4) Given the product [CH:20]1([C:7]2[CH:1]=[C:6]([NH2:33])[N:9]([C:10]3[CH:11]=[C:12]4[C:17](=[CH:18][CH:19]=3)[N:16]=[CH:15][CH:14]=[CH:13]4)[N:8]=2)[CH2:25][CH2:24][CH2:23]1, predict the reactants needed to synthesize it. The reactants are: [C:1]1([C:7]([C:20]2[CH:25]=[CH:24][CH:23]=CC=2)=[N:8][NH:9][C:10]2[CH:11]=[C:12]3[C:17](=[CH:18][CH:19]=2)[N:16]=[CH:15][CH:14]=[CH:13]3)[CH:6]=CC=CC=1.C1(C(=O)CC#[N:33])CCC1. (5) The reactants are: S(Cl)([Cl:3])=O.[NH2:5][CH2:6][C@@H:7]([OH:12])[CH2:8][C:9]([OH:11])=[O:10].[CH3:13]O. Given the product [ClH:3].[NH2:5][CH2:6][C@@H:7]([OH:12])[CH2:8][C:9]([O:11][CH3:13])=[O:10], predict the reactants needed to synthesize it. (6) Given the product [CH3:22][C:21]1[C:16]([N:13]2[CH2:14][CH2:15][N:10]([C:8]([C:5]3[CH:6]=[CH:7][C:2]([N:25]4[CH2:26][CH2:27][S:24]4(=[O:29])=[O:28])=[CH:3][CH:4]=3)=[O:9])[CH2:11][CH2:12]2)=[N:17][CH:18]=[C:19]([CH3:23])[CH:20]=1, predict the reactants needed to synthesize it. The reactants are: Br[C:2]1[CH:7]=[CH:6][C:5]([C:8]([N:10]2[CH2:15][CH2:14][N:13]([C:16]3[C:21]([CH3:22])=[CH:20][C:19]([CH3:23])=[CH:18][N:17]=3)[CH2:12][CH2:11]2)=[O:9])=[CH:4][CH:3]=1.[S:24]1(=[O:29])(=[O:28])[CH2:27][CH2:26][NH:25]1. (7) The reactants are: [F:1][C:2]([F:20])([F:19])[C:3]1[CH:4]=[C:5]([S:9]([CH:12]2[CH2:17][CH2:16][CH:15]([NH2:18])[CH2:14][CH2:13]2)(=[O:11])=[O:10])[CH:6]=[CH:7][CH:8]=1.CN(C(ON1N=NC2C=CC=NC1=2)=[N+](C)C)C.F[P-](F)(F)(F)(F)F.[F:45][C:46]1[CH:47]=[C:48]([CH:52]=[C:53]([O:55][CH3:56])[CH:54]=1)[C:49](O)=[O:50]. Given the product [F:45][C:46]1[CH:47]=[C:48]([CH:52]=[C:53]([O:55][CH3:56])[CH:54]=1)[C:49]([NH:18][CH:15]1[CH2:14][CH2:13][CH:12]([S:9]([C:5]2[CH:6]=[CH:7][CH:8]=[C:3]([C:2]([F:1])([F:19])[F:20])[CH:4]=2)(=[O:11])=[O:10])[CH2:17][CH2:16]1)=[O:50], predict the reactants needed to synthesize it. (8) Given the product [Cl:17][C:18]1[CH:19]=[C:20]([NH:21][C:22]2[C:31]3[C:26](=[CH:27][CH:28]=[CH:29][C:10]=3[O:12][C:13]([CH3:14])([CH3:15])[CH2:16][N:45]([CH3:46])[CH3:44])[N:25]=[CH:24][N:23]=2)[CH:33]=[CH:34][C:35]=1[O:36][CH2:37][C:38]1[CH:43]=[CH:42][CH:41]=[CH:40][N:39]=1, predict the reactants needed to synthesize it. The reactants are: N([C:10]([O:12][C:13]([CH3:16])([CH3:15])[CH3:14])=O)N[C:10]([O:12][C:13]([CH3:16])([CH3:15])[CH3:14])=O.[Cl:17][C:18]1[CH:19]=[C:20]([CH:33]=[CH:34][C:35]=1[O:36][CH2:37][C:38]1[CH:43]=[CH:42][CH:41]=[CH:40][N:39]=1)[NH:21][C:22]1[C:31]2[C:26](=[CH:27][CH:28]=[CH:29]C=2O)[N:25]=[CH:24][N:23]=1.[CH3:44][N:45](C)[C:46](C)(C)CO.C1(P(C2C=CC=CC=2)C2C=CC=CC=2)C=CC=CC=1.